From a dataset of TCR-epitope binding with 47,182 pairs between 192 epitopes and 23,139 TCRs. Binary Classification. Given a T-cell receptor sequence (or CDR3 region) and an epitope sequence, predict whether binding occurs between them. (1) The epitope is VTIAEILLI. The TCR CDR3 sequence is CASSYMTAYNEQFF. Result: 0 (the TCR does not bind to the epitope). (2) The epitope is RLRAEAQVK. The TCR CDR3 sequence is CASSLEAGGAYNEQFF. Result: 1 (the TCR binds to the epitope). (3) The epitope is GILGFVFTL. The TCR CDR3 sequence is CASSSSGTGAYEQYF. Result: 1 (the TCR binds to the epitope). (4) The epitope is LPAADLDDF. The TCR CDR3 sequence is CASSLNFKPQGAGELFF. Result: 0 (the TCR does not bind to the epitope). (5) The epitope is LLMPILTLT. The TCR CDR3 sequence is CASSMTTAGGDEQFF. Result: 0 (the TCR does not bind to the epitope).